From a dataset of hERG potassium channel inhibition data for cardiac toxicity prediction from Karim et al.. Regression/Classification. Given a drug SMILES string, predict its toxicity properties. Task type varies by dataset: regression for continuous values (e.g., LD50, hERG inhibition percentage) or binary classification for toxic/non-toxic outcomes (e.g., AMES mutagenicity, cardiotoxicity, hepatotoxicity). Dataset: herg_karim. (1) The molecule is NC(=O)N1CCN(Cc2ccc3c(c2)Cc2c-3n[nH]c2-c2csc(C#CCOc3ccccc3)c2)CC1. The result is 1 (blocker). (2) The compound is C[C@@H](C1CCC(N(C)C(=O)c2cccc(F)c2)CC1)[C@H]([NH3+])C(=O)N1CC[C@H](F)C1. The result is 0 (non-blocker). (3) The drug is Cc1cc(CN2CCN(c3c(Cl)cnc4[nH]c(-c5ccc(N6CCN(C)CC6)cc5)nc34)CC2)no1. The result is 1 (blocker). (4) The compound is CN1CCC(COCc2cc(C#N)cc(C3CC3)n2)(c2ccc(F)cc2)CC1. The result is 0 (non-blocker).